This data is from Experimentally validated miRNA-target interactions with 360,000+ pairs, plus equal number of negative samples. The task is: Binary Classification. Given a miRNA mature sequence and a target amino acid sequence, predict their likelihood of interaction. (1) The miRNA is hsa-miR-548x-5p with sequence UGCAAAAGUAAUUGCAGUUUUUG. The protein sequence of the target gene is MSDSKEPRLQQLGLLEEEQLRGLGFRQTRGYKSLAGCLGHGPLVLQLLSFTLLAGLLVQVSKVPSSISQEQSRQDAIYQNLTQLKAAVGELSEKSKLQEIYQELTQLKAAVGELPEKSKLQEIYQELTRLKAAVGELPEKSKLQEIYQELTWLKAAVGELPEKSKMQEIYQELTRLKAAVGELPEKSKQQEIYQELTRLKAAVGELPEKSKQQEIYQELTRLKAAVGELPEKSKQQEIYQELTQLKAAVERLCHPCPWEWTFFQGNCYFMSNSQRNWHDSITACKEVGAQLVVIKSAEEQ.... Result: 1 (interaction). (2) The miRNA is hsa-miR-4325 with sequence UUGCACUUGUCUCAGUGA. The protein sequence of the target gene is MLLGGPPRSPRSGTSPKGPWSSTGHVQFGKSPQTWPRRTRPRSPEPAAPSGVRGSTWTRRRDSPRRAGPTALSRYVGHLWMGRRPPSPEARGPVPRSSAASRARRSLASPGISPGPLTATIGGAVAGGGPRQGRAEAHKEVFPGQRVGKMAAPMELFCWSGGWGLPSVDLDSLAVLTYARFTGAPLKVHKISNPWQSPSGTLPALRTSHGEVISVPHKIITHLRKEKYNADYDLSARQGADTLAFMSLLEEKLLPVLVHTFWIDTKNYVEVTRKWYAEAMPFPLNFFLPGRMQRQYMERL.... Result: 0 (no interaction). (3) The miRNA is mmu-miR-1843b-3p with sequence CCGAUCGUUCCCCUCCAUAC. The protein sequence of the target gene is MLSGRLVLGLVSMAGRVCLCQGSAGSGAIGPVEAAIRTKLEEALSPEVLELRNESGGHAVPPGSETHFRVAVVSSRFEGLSPLQRHRLVHAALAEELGGPVHALAIQARTPAQWRENSQLDTSPPCLGGNKKTLGTP. Result: 0 (no interaction). (4) The miRNA is dme-miR-2b-3p with sequence UAUCACAGCCAGCUUUGAGGAGC. The protein sequence of the target gene is MAALYACTKCHQRFPFEALSQGQQLCKECRIAHPVVKCTYCRTEYQQESKTNTICKKCAQNVQLYGTPKPCQYCNIIAAFIGNKCQRCTNSEKKYGPPYSCEQCKQQCAFDRKDDRKKVDGKLLCWLCTLSYKRVLQKTKEQRKHLSSSSRGSHQEKEQYSRLSGGSHYNSQKTLSTSSIQNEIPKKKSKFESITTNGDSFSPDLALDSPGTDHFVIIAQLKEEVATLKKMLHQKDQMILEKEKKITELKADFQYQESQTRAKMNQMEKTHKEVTEQLQAKNRELLKQAAALSKSKKSEK.... Result: 0 (no interaction). (5) Result: 0 (no interaction). The protein sequence of the target gene is MLSRLRVVSTTCTLACRHLHIKEKGKPLMLNPRTNKGMAFTLQERQMLGLQGLLPPKIETQDIQALRFHRNLKKMTSPLEKYIYIMGIQERNEKLFYRILQDDIESLMPIVYTPTVGLACSQYGHIFRRPKGLFISISDRGHVRSIVDNWPENHVKAVVVTDGERILGLGDLGVYGMGIPVGKLCLYTACAGIRPDRCLPVCIDVGTDNIALLKDPFYMGLYQKRDRTQQYDDLIDEFMKAITDRYGRNTLIQFEDFGNHNAFRFLRKYREKYCTFNDDIQGTAAVALAGLLAAQKVISK.... The miRNA is hsa-miR-548an with sequence AAAAGGCAUUGUGGUUUUUG. (6) The protein sequence of the target gene is MMCLECASAAAGGAEEEEADAERRRRRRGAQRGAGGSGCCGARGAGGAGVSAAGDEVQTLSGSVRRAPTGPPGTPGTPGCAATAKGPGAQQPKPASLGRGRGAAAAILSLGNVLNYLDRYTVAGVLLDIQQHFGVKDRGAGLLQSVFICSFMVAAPIFGYLGDRFNRKVILSCGIFFWSAVTFSSSFIPQQYFWLLVLSRGLVGIGEASYSTIAPTIIGDLFTKNTRTLMLSVFYFAIPLGSGLGYITGSSVKQAAGDWHWALRVSPVLGMITGTLILILVPATKRGHADQLGDQLKART.... Result: 1 (interaction). The miRNA is hsa-miR-6734-3p with sequence CCCUUCCCUCACUCUUCUCUCAG.